This data is from Catalyst prediction with 721,799 reactions and 888 catalyst types from USPTO. The task is: Predict which catalyst facilitates the given reaction. Reactant: CS(O[CH2:6][C@@H:7]1[O:11][C:10](=[O:12])[N:9]([C:13]2[CH:18]=[CH:17][C:16]([N:19]3[CH2:24][CH2:23][O:22][CH2:21][C:20]3=[O:25])=[CH:15][CH:14]=2)[CH2:8]1)(=O)=O.[C:26]([NH2:34])([CH2:29][C:30]([CH3:33])([CH3:32])[CH3:31])([CH3:28])[CH3:27]. Product: [C:26]([NH:34][CH2:6][C@@H:7]1[O:11][C:10](=[O:12])[N:9]([C:13]2[CH:18]=[CH:17][C:16]([N:19]3[CH2:24][CH2:23][O:22][CH2:21][C:20]3=[O:25])=[CH:15][CH:14]=2)[CH2:8]1)([CH2:29][C:30]([CH3:33])([CH3:32])[CH3:31])([CH3:28])[CH3:27]. The catalyst class is: 32.